This data is from Forward reaction prediction with 1.9M reactions from USPTO patents (1976-2016). The task is: Predict the product of the given reaction. (1) Given the reactants [NH2:1][C:2]1[N:7]=[CH:6][C:5]([CH2:8][N:9]2[C:17]3[C:12](=[CH:13][CH:14]=[CH:15][CH:16]=3)[C:11]3([C:29]4[C:20](=[CH:21][C:22]5[O:27][CH2:26][CH2:25][O:24][C:23]=5[CH:28]=4)[O:19][CH2:18]3)[C:10]2=[O:30])=[CH:4][CH:3]=1.COC(OC)[N:34]([CH3:36])C.Cl.N[OH:41], predict the reaction product. The product is: [OH:41][N:34]=[CH:36][NH:1][C:2]1[CH:3]=[CH:4][C:5]([CH2:8][N:9]2[C:17]3[C:12](=[CH:13][CH:14]=[CH:15][CH:16]=3)[C:11]3([C:29]4[C:20](=[CH:21][C:22]5[O:27][CH2:26][CH2:25][O:24][C:23]=5[CH:28]=4)[O:19][CH2:18]3)[C:10]2=[O:30])=[CH:6][N:7]=1. (2) Given the reactants F[C:2]1[CH:12]=[CH:11][C:5]([C:6]([O:8][CH2:9][CH3:10])=[O:7])=[CH:4][C:3]=1[N+:13]([O-:15])=[O:14].C(N(CC)CC)C.[NH:23]1[CH2:28][CH2:27][CH2:26][CH2:25][CH2:24]1.C(=O)(O)[O-].[Na+], predict the reaction product. The product is: [N+:13]([C:3]1[CH:4]=[C:5]([CH:11]=[CH:12][C:2]=1[N:23]1[CH2:28][CH2:27][CH2:26][CH2:25][CH2:24]1)[C:6]([O:8][CH2:9][CH3:10])=[O:7])([O-:15])=[O:14]. (3) Given the reactants [CH3:1][O:2][C:3](=[O:16])[C:4]1[CH:12]=[C:11]([N+:13]([O-:15])=[O:14])[CH:10]=[C:6]([C:7](O)=[O:8])[CH:5]=1.[ClH:17], predict the reaction product. The product is: [CH3:1][O:2][C:3](=[O:16])[C:4]1[CH:12]=[C:11]([N+:13]([O-:15])=[O:14])[CH:10]=[C:6]([C:7]([Cl:17])=[O:8])[CH:5]=1. (4) Given the reactants [CH2:1]([O:3][C:4](=[O:16])[C:5]1[CH:10]=[CH:9][C:8](Br)=[CH:7][C:6]=1[S:12]([CH3:15])(=[O:14])=[O:13])[CH3:2].[B:17]1([B:17]2[O:21][C:20]([CH3:23])([CH3:22])[C:19]([CH3:25])([CH3:24])[O:18]2)[O:21][C:20]([CH3:23])([CH3:22])[C:19]([CH3:25])([CH3:24])[O:18]1.C([O-])(=O)C.[K+].CS(C)=O, predict the reaction product. The product is: [CH3:15][S:12]([C:6]1[CH:7]=[C:8]([B:17]2[O:21][C:20]([CH3:23])([CH3:22])[C:19]([CH3:25])([CH3:24])[O:18]2)[CH:9]=[CH:10][C:5]=1[C:4]([O:3][CH2:1][CH3:2])=[O:16])(=[O:14])=[O:13]. (5) The product is: [CH2:15]([CH:17]([CH2:20][CH2:21][CH2:22][CH3:23])[CH2:18][O:8][C:5]1[CH:6]=[CH:7][C:2]([Br:1])=[CH:3][CH:4]=1)[CH3:16]. Given the reactants [Br:1][C:2]1[CH:7]=[CH:6][C:5]([OH:8])=[CH:4][CH:3]=1.C(=O)([O-])[O-].[K+].[K+].[CH2:15]([CH:17]([CH2:20][CH2:21][CH2:22][CH3:23])[CH2:18]Br)[CH3:16].CN(C=O)C, predict the reaction product.